The task is: Predict the product of the given reaction.. This data is from Forward reaction prediction with 1.9M reactions from USPTO patents (1976-2016). Given the reactants [CH:1]1[C:11]2[CH:10]([O:12][CH2:13][CH2:14][OH:15])[C:9]3[CH:16]=[CH:17][CH:18]=[CH:19][C:8]=3[CH2:7][S:6][C:5]=2[CH:4]=[CH:3][CH:2]=1.C(P(CCCC)CCCC)CCC.[CH2:33]([O:35][C:36](=[O:49])[CH:37]([O:46][CH2:47][CH3:48])[CH2:38][C:39]1[CH:44]=[CH:43][C:42](O)=[CH:41][CH:40]=1)[CH3:34].C1CCN(C(N=NC(N2CCCCC2)=O)=O)CC1, predict the reaction product. The product is: [CH2:33]([O:35][C:36](=[O:49])[CH:37]([O:46][CH2:47][CH3:48])[CH2:38][C:39]1[CH:44]=[CH:43][C:42]([O:15][CH2:14][CH2:13][O:12][CH:10]2[C:9]3[CH:16]=[CH:17][CH:18]=[CH:19][C:8]=3[CH2:7][S:6][C:5]3[CH:4]=[CH:3][CH:2]=[CH:1][C:11]2=3)=[CH:41][CH:40]=1)[CH3:34].